From a dataset of Reaction yield outcomes from USPTO patents with 853,638 reactions. Predict the reaction yield, written as a fraction of the theoretical maximum amount of product (1.0 means a 100% yield; for example, 0.34 means a 34% yield). (1) The reactants are Cl[C:2]1[CH:11]=[CH:10][C:9]2[C:4](=[CH:5][C:6]([N:12]3[CH2:15][CH:14]([N:16]4[CH2:21][CH2:20][N:19]([CH:22]([CH3:24])[CH3:23])[CH2:18][CH2:17]4)[CH2:13]3)=[CH:7][N:8]=2)[N:3]=1.[NH2:25][C:26]1[O:27][C:28]2[CH:34]=[CH:33][C:32](B(O)O)=[CH:31][C:29]=2[N:30]=1.C([O-])([O-])=O.[Na+].[Na+]. The catalyst is O1CCOCC1.O.C1C=CC([P]([Pd]([P](C2C=CC=CC=2)(C2C=CC=CC=2)C2C=CC=CC=2)([P](C2C=CC=CC=2)(C2C=CC=CC=2)C2C=CC=CC=2)[P](C2C=CC=CC=2)(C2C=CC=CC=2)C2C=CC=CC=2)(C2C=CC=CC=2)C2C=CC=CC=2)=CC=1. The product is [CH:22]([N:19]1[CH2:20][CH2:21][N:16]([CH:14]2[CH2:15][N:12]([C:6]3[CH:5]=[C:4]4[C:9]([CH:10]=[CH:11][C:2]([C:32]5[CH:33]=[CH:34][C:28]6[O:27][C:26]([NH2:25])=[N:30][C:29]=6[CH:31]=5)=[N:3]4)=[N:8][CH:7]=3)[CH2:13]2)[CH2:17][CH2:18]1)([CH3:24])[CH3:23]. The yield is 0.425. (2) The reactants are [NH:1]1[CH2:6][CH2:5][O:4][CH2:3][CH2:2]1.C(=O)([O-])[O-].[Na+].[Na+].Cl[C:14]1[N:19]=[C:18]([O:20][C:21]2[CH:48]=[CH:47][CH:46]=[CH:45][C:22]=2[CH2:23][NH:24][C:25]([NH:27][C:28]2[N:32]([C:33]3[CH:38]=[CH:37][C:36]([O:39][CH3:40])=[CH:35][CH:34]=3)[N:31]=[C:30]([C:41]([CH3:44])([CH3:43])[CH3:42])[CH:29]=2)=[O:26])[CH:17]=[CH:16][N:15]=1. The catalyst is C(O)C. The product is [O:4]1[CH2:5][CH2:6][N:1]([C:14]2[N:19]=[C:18]([O:20][C:21]3[CH:48]=[CH:47][CH:46]=[CH:45][C:22]=3[CH2:23][NH:24][C:25]([NH:27][C:28]3[N:32]([C:33]4[CH:38]=[CH:37][C:36]([O:39][CH3:40])=[CH:35][CH:34]=4)[N:31]=[C:30]([C:41]([CH3:42])([CH3:43])[CH3:44])[CH:29]=3)=[O:26])[CH:17]=[CH:16][N:15]=2)[CH2:2][CH2:3]1. The yield is 0.910. (3) The reactants are [F:1][C:2]([F:29])([F:28])[C:3]1[CH:4]=[C:5]([CH:25]=[CH:26][CH:27]=1)[CH2:6][O:7][N:8]=[C:9]1[CH2:14][CH2:13][N:12]([S:15]([C:18]2[CH:19]=[N:20][C:21](Cl)=[CH:22][CH:23]=2)(=[O:17])=[O:16])[CH2:11][CH2:10]1.[CH2:30]([NH2:37])[C:31]1[CH:36]=[CH:35][CH:34]=[CH:33][CH:32]=1. The catalyst is O1CCCC1. The product is [F:1][C:2]([F:29])([F:28])[C:3]1[CH:4]=[C:5]([CH:25]=[CH:26][CH:27]=1)[CH2:6][O:7][N:8]=[C:9]1[CH2:14][CH2:13][N:12]([S:15]([C:18]2[CH:19]=[N:20][C:21]([NH:37][CH2:30][C:31]3[CH:36]=[CH:35][CH:34]=[CH:33][CH:32]=3)=[CH:22][CH:23]=2)(=[O:17])=[O:16])[CH2:11][CH2:10]1. The yield is 0.970. (4) The reactants are [2H][C:2]1[C:7]([2H])=[C:6]([NH2:9])[C:5]([NH2:10])=[C:4]([2H])[C:3]=1[2H].[OH:13][CH2:14][C:15](O)=O.C(=O)(O)[O-].[Na+]. The catalyst is Cl. The product is [NH:10]1[C:5]2[CH:4]=[CH:3][CH:2]=[CH:7][C:6]=2[N:9]=[C:15]1[CH2:14][OH:13]. The yield is 0.730. (5) The reactants are [OH:1][CH2:2][CH2:3][N:4]([CH:30]([CH3:32])[CH3:31])[C:5]([C:7]1[C:12]([O:13][CH2:14][C:15]2[CH:20]=[CH:19][CH:18]=[CH:17][CH:16]=2)=[C:11]([OH:21])[N:10]=[C:9]([CH2:22][C:23]2[CH:28]=[CH:27][CH:26]=[CH:25][C:24]=2Br)[N:8]=1)=[O:6].[N:33]1[CH:38]=[CH:37][C:36](B(O)O)=[CH:35][CH:34]=1.C(OC(C1C(OCC2C=CC=CC=2)=C(O)N=C(CC2C=C(OC)C=CC=2C2C=CC=CC=2)N=1)=O)(C)(C)C. No catalyst specified. The product is [OH:1][CH2:2][CH2:3][N:4]([CH:30]([CH3:32])[CH3:31])[C:5]([C:7]1[C:12]([O:13][CH2:14][C:15]2[CH:20]=[CH:19][CH:18]=[CH:17][CH:16]=2)=[C:11]([OH:21])[N:10]=[C:9]([CH2:22][C:23]2[CH:28]=[CH:27][CH:26]=[CH:25][C:24]=2[C:36]2[CH:37]=[CH:38][N:33]=[CH:34][CH:35]=2)[N:8]=1)=[O:6]. The yield is 0.560.